This data is from Choline transporter screen with 302,306 compounds. The task is: Binary Classification. Given a drug SMILES string, predict its activity (active/inactive) in a high-throughput screening assay against a specified biological target. The compound is S=C(N\N=C\c1c(nn(CCC#N)c1)c1ccc(cc1)c1ccccc1)N. The result is 0 (inactive).